This data is from Full USPTO retrosynthesis dataset with 1.9M reactions from patents (1976-2016). The task is: Predict the reactants needed to synthesize the given product. Given the product [Cl:1][CH2:2][CH2:3][CH2:4][S:5]([O:8][CH2:9][C:10]([CH3:24])([CH3:23])[C@@H:11]([O:15][CH2:16][C:17]1[CH:22]=[CH:21][CH:20]=[CH:19][CH:18]=1)[C:12]([O:14][CH2:26][O:27][C:28]([O:30][CH:31]([CH3:33])[CH3:32])=[O:29])=[O:13])(=[O:6])=[O:7], predict the reactants needed to synthesize it. The reactants are: [Cl:1][CH2:2][CH2:3][CH2:4][S:5]([O:8][CH2:9][C:10]([CH3:24])([CH3:23])[C@@H:11]([O:15][CH2:16][C:17]1[CH:22]=[CH:21][CH:20]=[CH:19][CH:18]=1)[C:12]([OH:14])=[O:13])(=[O:7])=[O:6].I[CH2:26][O:27][C:28]([O:30][CH:31]([CH3:33])[CH3:32])=[O:29].